This data is from Catalyst prediction with 721,799 reactions and 888 catalyst types from USPTO. The task is: Predict which catalyst facilitates the given reaction. Reactant: [Br:1][C:2]1[CH:7]=[CH:6][C:5]([C:8](=[O:13])[C:9]([F:12])([F:11])[F:10])=[CH:4][CH:3]=1.[BH4-].[Na+]. Product: [Br:1][C:2]1[CH:7]=[CH:6][C:5]([CH:8]([OH:13])[C:9]([F:11])([F:12])[F:10])=[CH:4][CH:3]=1. The catalyst class is: 5.